From a dataset of Forward reaction prediction with 1.9M reactions from USPTO patents (1976-2016). Predict the product of the given reaction. (1) Given the reactants [C:1]([C@H:3]1[CH2:8][CH2:7][C@H:6]2[C@H:9]3[C@H:19]([CH2:20][CH2:21][C@:4]12[CH3:5])[C@:17]1([CH3:18])[C:12](=[CH:13][C:14](=[O:22])[CH2:15][CH2:16]1)[CH:11]=[CH:10]3)#[N:2].[CH2:23]([Mg]Br)[CH3:24], predict the reaction product. The product is: [C:1]([C@H:3]1[CH2:8][CH2:7][C@H:6]2[C@H:9]3[C@H:19]([CH2:20][CH2:21][C@:4]12[CH3:5])[C@:17]1([CH3:18])[C:12](=[CH:13][C:14](=[O:22])[CH2:15][CH2:16]1)[CH2:11][C@H:10]3[CH2:23][CH3:24])#[N:2]. (2) Given the reactants [OH:1][CH2:2][CH2:3][CH2:4][NH:5][C:6]1[C:7]2[N:8]([C:20]([CH:23]=O)=[CH:21][N:22]=2)[C:9]2[C:14]([N:15]=1)=[CH:13][C:12]([C:16]([F:19])([F:18])[F:17])=[CH:11][CH:10]=2.C(C=O)=O.N.[NH:30]1[CH:34]=[CH:33][N:32]=C1, predict the reaction product. The product is: [NH:30]1[CH:34]=[CH:33][N:32]=[C:23]1[C:20]1[N:8]2[C:9]3[C:14]([N:15]=[C:6]([NH:5][CH2:4][CH2:3][CH2:2][OH:1])[C:7]2=[N:22][CH:21]=1)=[CH:13][C:12]([C:16]([F:18])([F:17])[F:19])=[CH:11][CH:10]=3. (3) Given the reactants [CH2:1]([O:3][C:4]([CH:6]1[CH2:10][CH2:9][CH2:8][C:7]1=O)=[O:5])[CH3:2].[CH2:12]([NH2:20])[CH2:13][C:14]1[CH:19]=[CH:18][CH:17]=[CH:16][CH:15]=1.C([BH3-])#N.[Na+], predict the reaction product. The product is: [CH2:1]([O:3][C:4]([CH:6]1[CH2:10][CH2:9][CH2:8][CH:7]1[NH:20][CH2:12][CH2:13][C:14]1[CH:19]=[CH:18][CH:17]=[CH:16][CH:15]=1)=[O:5])[CH3:2]. (4) Given the reactants ClC1C=CC(C#N)=CC=1CO.[Cl:12][C:13]1[CH:14]=[C:15]([CH:21]=[O:22])[CH:16]=[C:17]([CH:20]=1)[C:18]#[N:19].ClC1C=CC(C#N)=CC=1C=O, predict the reaction product. The product is: [Cl:12][C:13]1[CH:14]=[C:15]([CH2:21][OH:22])[CH:16]=[C:17]([CH:20]=1)[C:18]#[N:19].